Dataset: hERG potassium channel inhibition data for cardiac toxicity prediction from Karim et al.. Task: Regression/Classification. Given a drug SMILES string, predict its toxicity properties. Task type varies by dataset: regression for continuous values (e.g., LD50, hERG inhibition percentage) or binary classification for toxic/non-toxic outcomes (e.g., AMES mutagenicity, cardiotoxicity, hepatotoxicity). Dataset: herg_karim. The result is 0 (non-blocker). The drug is CCc1c(Nc2ncc(Cl)c(-c3cnn4ccccc34)n2)cnn1C1CCN(C(C)=O)CC1.